Dataset: Full USPTO retrosynthesis dataset with 1.9M reactions from patents (1976-2016). Task: Predict the reactants needed to synthesize the given product. (1) Given the product [CH2:16]([C:15]1[C:7]2[CH:6]([CH2:5][C:4]([OH:19])=[O:3])[O:10][B:9]([OH:11])[C:8]=2[CH:12]=[C:13]([OH:18])[CH:14]=1)[CH3:17], predict the reactants needed to synthesize it. The reactants are: C([O:3][C:4](=[O:19])[CH2:5][CH:6]1[O:10][B:9]([OH:11])[C:8]2[CH:12]=[C:13]([OH:18])[CH:14]=[C:15]([CH2:16][CH3:17])[C:7]1=2)C.[Li+].[OH-].Cl. (2) Given the product [CH3:32][O:31][C:30]([NH:29][C@@H:25]([CH:26]([CH3:28])[CH3:27])[C:23]([N:19]1[CH2:20][CH2:21][CH2:22][C@H:18]1[C:15]1[NH:16][CH:17]=[C:13]([C:11]#[C:12][C:2]2[S:6][C:5]3[CH:7]=[C:8]([C:12]#[C:11][C:13]4[N:14]=[C:15]([C@@H:18]5[CH2:22][CH2:21][CH2:20][N:19]5[C:23]([C@@H:25]([NH:29][C:30](=[O:33])[O:31][CH3:32])[CH:26]([CH3:28])[CH3:27])=[O:24])[NH:16][CH:17]=4)[S:9][C:4]=3[CH:3]=2)[N:14]=1)=[O:24])=[O:33], predict the reactants needed to synthesize it. The reactants are: Br[C:2]1[S:6][C:5]2[CH:7]=[C:8](Br)[S:9][C:4]=2[CH:3]=1.[C:11]([C:13]1[N:14]=[C:15]([C@@H:18]2[CH2:22][CH2:21][CH2:20][N:19]2[C:23]([C@@H:25]([NH:29][C:30](=[O:33])[O:31][CH3:32])[CH:26]([CH3:28])[CH3:27])=[O:24])[NH:16][CH:17]=1)#[CH:12]. (3) Given the product [ClH:38].[C:33]1([CH3:36])[CH:34]=[CH:35][C:30]([S:27]([N:20]2[C:21]3[C:26](=[CH:25][CH:24]=[CH:23][CH:22]=3)[C:18]([CH2:17][N:14]3[CH2:15][CH2:16][C:10]4([CH2:11][CH2:12][NH:8][CH2:9]4)[C:13]3=[O:37])=[CH:19]2)(=[O:29])=[O:28])=[CH:31][CH:32]=1, predict the reactants needed to synthesize it. The reactants are: C(OC([N:8]1[CH2:12][CH2:11][C:10]2([CH2:16][CH2:15][N:14]([CH2:17][C:18]3[C:26]4[C:21](=[CH:22][CH:23]=[CH:24][CH:25]=4)[N:20]([S:27]([C:30]4[CH:35]=[CH:34][C:33]([CH3:36])=[CH:32][CH:31]=4)(=[O:29])=[O:28])[CH:19]=3)[C:13]2=[O:37])[CH2:9]1)=O)(C)(C)C.[ClH:38].O1CCOCC1.